This data is from Reaction yield outcomes from USPTO patents with 853,638 reactions. The task is: Predict the reaction yield, written as a fraction of the theoretical maximum amount of product (1.0 means a 100% yield; for example, 0.34 means a 34% yield). (1) The reactants are [Br:1][C:2]1[CH:3]=[N:4][CH:5]=[C:6]([CH:9]=1)[CH:7]=O.Cl.[CH3:11][NH:12][CH3:13].[BH-](OC(C)=O)(OC(C)=O)OC(C)=O.[Na+]. The catalyst is ClCCCl.C(Cl)Cl.C([O-])(O)=O.[Na+]. The product is [Br:1][C:2]1[CH:9]=[C:6]([CH2:7][N:12]([CH3:13])[CH3:11])[CH:5]=[N:4][CH:3]=1. The yield is 0.926. (2) The reactants are C(O[C:4](=[O:21])[C:5]1[C:10]([CH3:11])=[CH:9][C:8]([N:12]2[CH2:17][CH2:16][O:15][CH2:14][CH2:13]2)=[CH:7][C:6]=1[CH:18]([F:20])[F:19])C.[Cl:22][C:23]1[CH:30]=[CH:29][C:26]([CH2:27][NH2:28])=[CH:25][CH:24]=1.C[Al](C)C.[OH-].[Na+]. The catalyst is C1(C)C=CC=CC=1. The product is [Cl:22][C:23]1[CH:30]=[CH:29][C:26]([CH2:27][NH:28][C:4](=[O:21])[C:5]2[C:10]([CH3:11])=[CH:9][C:8]([N:12]3[CH2:13][CH2:14][O:15][CH2:16][CH2:17]3)=[CH:7][C:6]=2[CH:18]([F:19])[F:20])=[CH:25][CH:24]=1. The yield is 0.130. (3) The reactants are [F:1][C:2]1[CH:7]=[C:6]([C:8]([F:11])([F:10])[F:9])[CH:5]=[CH:4][C:3]=1[CH2:12][NH:13][C:14]1[O:23][C:22](=[O:24])[C:21]2[C:20](=[O:25])OC(C)(C)[O:17][C:16]=2[CH:15]=1.ClC1OC(=O)C2C(=O)[O:34][C:33]([CH3:42])(C)[O:32]C=2C=1.C([N:46](CC)C(C)C)(C)C.[F:52][C:53]1[CH:60]=[C:59]([C:61]([F:64])([F:63])[F:62])[CH:58]=[CH:57][C:54]=1[CH2:55][NH2:56].[CH3:65][OH:66]. The catalyst is C(Cl)(Cl)Cl. The product is [F:52][C:53]1[CH:60]=[C:59]([C:61]([F:62])([F:63])[F:64])[CH:58]=[CH:57][C:54]=1[CH2:55][N:56]1[C:65]([OH:66])=[C:15]([C:14]([NH:13][CH2:12][C:3]2[CH:4]=[CH:5][C:6]([C:8]([F:11])([F:9])[F:10])=[CH:7][C:2]=2[F:1])=[O:23])[C:16]([OH:17])=[C:21]([C:20]([NH:46][CH2:42][C:33]([OH:34])=[O:32])=[O:25])[C:22]1=[O:24]. The yield is 0.930. (4) The reactants are [CH3:1][N:2]1[CH2:6][C:5]([C:7]2[CH:12]=[CH:11][N:10]=[CH:9][CH:8]=2)=[C:4]([C:13]2[CH:18]=[CH:17][C:16]([O:19][CH2:20][C:21]3[CH:30]=[CH:29][C:28]4[C:23](=[CH:24][CH:25]=[CH:26][CH:27]=4)[N:22]=3)=[CH:15][CH:14]=2)[C:3]1=[O:31].C1CCN2C(=NCCC2)CC1.[O:43]=O. No catalyst specified. The product is [CH3:1][N:2]1[C:3](=[O:31])[C:4]([C:13]2[CH:14]=[CH:15][C:16]([O:19][CH2:20][C:21]3[CH:30]=[CH:29][C:28]4[C:23](=[CH:24][CH:25]=[CH:26][CH:27]=4)[N:22]=3)=[CH:17][CH:18]=2)=[C:5]([C:7]2[CH:8]=[CH:9][N:10]=[CH:11][CH:12]=2)[C:6]1=[O:43]. The yield is 0.480. (5) The reactants are Cl[C:2]1[C:7]([CH:8]=[CH:9][C:10]([NH:12][CH2:13][C:14]2[CH:19]=[CH:18][C:17]([NH:20][S:21]([CH3:24])(=[O:23])=[O:22])=[C:16]([F:25])[CH:15]=2)=[O:11])=[CH:6][CH:5]=[C:4]([C:26]([F:29])([F:28])[F:27])[N:3]=1.[NH2:30][CH2:31][CH2:32][OH:33]. No catalyst specified. The product is [F:25][C:16]1[CH:15]=[C:14]([CH:19]=[CH:18][C:17]=1[NH:20][S:21]([CH3:24])(=[O:23])=[O:22])[CH2:13][NH:12][C:10](=[O:11])[CH:9]=[CH:8][C:7]1[C:2]([NH:30][CH2:31][CH2:32][OH:33])=[N:3][C:4]([C:26]([F:29])([F:28])[F:27])=[CH:5][CH:6]=1. The yield is 0.240. (6) The reactants are [CH2:1]([C:3]1[N:4]=[C:5]([CH3:25])[NH:6][C:7](=[O:24])[C:8]=1[CH2:9][C:10]1[CH:15]=[CH:14][C:13]([C:16]2[C:17]([C:22]#[N:23])=[CH:18][CH:19]=[CH:20][CH:21]=2)=[CH:12][CH:11]=1)[CH3:2].[C:26]1(B(O)O)[CH:31]=[CH:30][CH:29]=[CH:28][CH:27]=1.C(N(CC)CC)C.N1C=CC=CC=1. The catalyst is C([O-])(=O)C.[Cu+2].C([O-])(=O)C.C(OCC)(=O)C.C(Cl)Cl. The product is [CH2:1]([C:3]1[N:4]=[C:5]([CH3:25])[N:6]([C:26]2[CH:31]=[CH:30][CH:29]=[CH:28][CH:27]=2)[C:7](=[O:24])[C:8]=1[CH2:9][C:10]1[CH:15]=[CH:14][C:13]([C:16]2[C:17]([C:22]#[N:23])=[CH:18][CH:19]=[CH:20][CH:21]=2)=[CH:12][CH:11]=1)[CH3:2]. The yield is 0.340.